From a dataset of Full USPTO retrosynthesis dataset with 1.9M reactions from patents (1976-2016). Predict the reactants needed to synthesize the given product. (1) Given the product [Cl:24][C:18]1[C:17]([CH3:25])=[C:16]([N:12]2[CH2:11][C:10]3([CH2:27][CH2:28][CH2:29][CH:9]3[OH:8])[O:14][C:13]2=[O:15])[CH:23]=[CH:22][C:19]=1[C:20]#[N:21], predict the reactants needed to synthesize it. The reactants are: [Si]([O:8][CH:9]1[CH2:29][CH2:28][CH2:27][C:10]21[O:14][C:13](=[O:15])[N:12]([C:16]1[CH:23]=[CH:22][C:19]([C:20]#[N:21])=[C:18]([Cl:24])[C:17]=1[CH3:25])[CH:11]2O)(C(C)(C)C)(C)C.C([SiH](CC)CC)C. (2) Given the product [CH3:6][C:7]1([CH3:18])[CH2:13][CH2:12][CH2:11][NH:10][C:9]2[CH:14]=[C:15]([N+:1]([O-:4])=[O:2])[CH:16]=[CH:17][C:8]1=2, predict the reactants needed to synthesize it. The reactants are: [N+:1]([O-:4])([O-])=[O:2].[K+].[CH3:6][C:7]1([CH3:18])[CH2:13][CH2:12][CH2:11][NH:10][C:9]2[CH:14]=[CH:15][CH:16]=[CH:17][C:8]1=2.C([O-])(O)=O.[Na+]. (3) Given the product [ClH:33].[NH:8]1[CH2:9][CH:10]([C:12]2[N:13]=[N:14][CH:15]=[CH:16][C:17]=2[N:18]2[CH2:19][CH2:20][CH:21]([CH2:24][OH:25])[CH2:22][CH2:23]2)[CH2:11]1, predict the reactants needed to synthesize it. The reactants are: C(OC([N:8]1[CH2:11][CH:10]([C:12]2[N:13]=[N:14][CH:15]=[CH:16][C:17]=2[N:18]2[CH2:23][CH2:22][CH:21]([C:24](C)(C)[O:25][SiH2]C(C)(C)C)[CH2:20][CH2:19]2)[CH2:9]1)=O)(C)(C)C.[ClH:33].CO. (4) Given the product [O:1]1[CH2:6][CH2:5][N:4]([CH2:7][CH2:8][CH2:9][O:10][C:11]2[CH:12]=[C:13]3[C:18](=[CH:19][C:20]=2[O:21][CH3:22])[N:17]=[C:16]([CH3:23])[N:15]=[C:14]3[Cl:27])[CH2:3][CH2:2]1, predict the reactants needed to synthesize it. The reactants are: [O:1]1[CH2:6][CH2:5][N:4]([CH2:7][CH2:8][CH2:9][O:10][C:11]2[CH:12]=[C:13]3[C:18](=[CH:19][C:20]=2[O:21][CH3:22])[N:17]=[C:16]([CH3:23])[NH:15][C:14]3=O)[CH2:3][CH2:2]1.S(Cl)([Cl:27])=O.N.